From a dataset of Reaction yield outcomes from USPTO patents with 853,638 reactions. Predict the reaction yield, written as a fraction of the theoretical maximum amount of product (1.0 means a 100% yield; for example, 0.34 means a 34% yield). (1) The reactants are C1(P(C2C=CC=CC=2)C2C=CC=CC=2)C=CC=CC=1.[C:20]([Br:24])(Br)(Br)[Br:21].[CH3:25][O:26][CH:27]1[CH:31]([CH:32]=O)[CH2:30][CH:29]([O:34][CH3:35])[O:28]1. The catalyst is C(Cl)Cl.[Zn]. The product is [Br:21][C:20]([Br:24])=[CH:32][CH:31]1[CH2:30][CH:29]([O:34][CH3:35])[O:28][CH:27]1[O:26][CH3:25]. The yield is 0.550. (2) The product is [CH:25]1([C:23]([C:17]2[CH:18]=[C:19]([CH3:22])[CH:20]=[CH:21][C:16]=2[NH:15][C:13](=[O:14])[NH:12][C:9]2[S:10][CH:11]=[C:7]([CH2:6][NH:5][C:3](=[O:4])[CH2:2][NH:1][S:31]([CH3:30])(=[O:33])=[O:32])[N:8]=2)=[O:24])[CH2:29][CH2:28][CH2:27][CH2:26]1. The yield is 0.840. The reactants are [NH2:1][CH2:2][C:3]([NH:5][CH2:6][C:7]1[N:8]=[C:9]([NH:12][C:13]([NH:15][C:16]2[CH:21]=[CH:20][C:19]([CH3:22])=[CH:18][C:17]=2[C:23]([CH:25]2[CH2:29][CH2:28][CH2:27][CH2:26]2)=[O:24])=[O:14])[S:10][CH:11]=1)=[O:4].[CH3:30][S:31](Cl)(=[O:33])=[O:32]. No catalyst specified. (3) The reactants are FC(F)(F)S(O[C:7]1[CH2:14][CH:13]2[CH2:15][CH:9]([CH2:10][N:11]([C:16]([O:18][CH2:19][CH3:20])=[O:17])[CH2:12]2)[CH:8]=1)(=O)=O.C(=O)([O-])[O-].[Na+].[Na+].[Cl-].[Li+].[O:31]([C:38]1[CH:39]=[C:40](B(O)O)[CH:41]=[N:42][CH:43]=1)[C:32]1[CH:37]=[CH:36][CH:35]=[CH:34][CH:33]=1. The catalyst is C(COC)OC.O.C1C=CC([P]([Pd]([P](C2C=CC=CC=2)(C2C=CC=CC=2)C2C=CC=CC=2)([P](C2C=CC=CC=2)(C2C=CC=CC=2)C2C=CC=CC=2)[P](C2C=CC=CC=2)(C2C=CC=CC=2)C2C=CC=CC=2)(C2C=CC=CC=2)C2C=CC=CC=2)=CC=1. The product is [O:31]([C:38]1[CH:39]=[C:40]([C:7]2[CH2:14][CH:13]3[CH2:15][CH:9]([CH2:10][N:11]([C:16]([O:18][CH2:19][CH3:20])=[O:17])[CH2:12]3)[CH:8]=2)[CH:41]=[N:42][CH:43]=1)[C:32]1[CH:33]=[CH:34][CH:35]=[CH:36][CH:37]=1. The yield is 0.870. (4) The reactants are ClC(Cl)(O[C:5](=[O:11])OC(Cl)(Cl)Cl)Cl.[Cl:13][C:14]1[CH:19]=[CH:18][C:17]([C:20]2[N:21]=[C:22]([CH:33]3[CH2:38][CH2:37][NH:36][CH2:35][CH2:34]3)[O:23][C:24]=2[C:25]2[CH:30]=[CH:29][C:28]([O:31][CH3:32])=[CH:27][CH:26]=2)=[CH:16][CH:15]=1.C(N(CC)CC)C.Cl.[CH3:47][NH:48][OH:49]. The catalyst is O1CCCC1. The product is [Cl:13][C:14]1[CH:19]=[CH:18][C:17]([C:20]2[N:21]=[C:22]([CH:33]3[CH2:38][CH2:37][N:36]([C:5](=[O:11])[N:48]([OH:49])[CH3:47])[CH2:35][CH2:34]3)[O:23][C:24]=2[C:25]2[CH:30]=[CH:29][C:28]([O:31][CH3:32])=[CH:27][CH:26]=2)=[CH:16][CH:15]=1. The yield is 0.830. (5) The product is [C:1]([O:9][CH2:10][C:2]1([CH2:3][CH3:4])[CH2:11][O:14][CH2:1]1)(=[O:8])[C:2]1[CH:7]=[CH:6][CH:5]=[CH:4][CH:3]=1. The reactants are [C:1]([O:9][CH3:10])(=[O:8])[C:2]1[CH:7]=[CH:6][CH:5]=[CH:4][CH:3]=1.[C:11](=[O:14])([O-])[O-].[K+].[K+]. The yield is 0.620. The catalyst is C1(C)C=CC=CC=1. (6) The reactants are [Br:1][C:2]1[CH:3]=[C:4]2[C:8](=[CH:9][CH:10]=1)[NH:7][CH2:6][CH2:5]2.[N+:11]([O-])([O-:13])=[O:12].[K+].C([O-])([O-])=O.[Na+].[Na+]. The catalyst is OS(O)(=O)=O. The product is [Br:1][C:2]1[CH:3]=[C:4]2[C:8](=[CH:9][C:10]=1[N+:11]([O-:13])=[O:12])[NH:7][CH2:6][CH2:5]2. The yield is 0.760. (7) The reactants are [C:1]1([CH:7]2[C:13]3[S:14][CH:15]=[CH:16][C:12]=3[NH:11][CH2:10][CH2:9][CH2:8]2)[CH:6]=[CH:5][CH:4]=[CH:3][CH:2]=1.[H-].[Na+].[C:19](N1C=CN=C1)([N:21]1[CH:25]=[CH:24][N:23]=[CH:22]1)=[O:20].C(Cl)Cl. The catalyst is C1COCC1.CO. The product is [N:21]1([C:19]([CH:9]2[CH2:8][CH:7]([C:1]3[CH:2]=[CH:3][CH:4]=[CH:5][CH:6]=3)[C:13]3[S:14][CH:15]=[CH:16][C:12]=3[NH:11][CH2:10]2)=[O:20])[CH:25]=[CH:24][N:23]=[CH:22]1. The yield is 0.475.